Dataset: Catalyst prediction with 721,799 reactions and 888 catalyst types from USPTO. Task: Predict which catalyst facilitates the given reaction. (1) Reactant: C1(C)C=CC=CC=1.[H-].[Br:9][C:10]1[CH:11]=[C:12]([CH:25]=[CH:26][CH:27]=1)[CH2:13][CH:14]([C:20](OCC)=[O:21])[C:15](OCC)=[O:16].Cl. Product: [Br:9][C:10]1[CH:11]=[C:12]([CH:25]=[CH:26][CH:27]=1)[CH2:13][CH:14]([CH2:15][OH:16])[CH2:20][OH:21]. The catalyst class is: 5. (2) Reactant: [C:1]1([CH2:7][CH2:8][NH:9][C:10]([NH2:12])=[S:11])[CH:6]=[CH:5][CH:4]=[CH:3][CH:2]=1.Br[CH2:14][C:15]([C:17]1[CH:22]=[CH:21][C:20]([C:23]([F:26])([F:25])[F:24])=[CH:19][CH:18]=1)=O.CN(C)C=O. Product: [C:1]1([CH2:7][CH2:8][NH:9][C:10]2[S:11][CH:14]=[C:15]([C:17]3[CH:22]=[CH:21][C:20]([C:23]([F:24])([F:25])[F:26])=[CH:19][CH:18]=3)[N:12]=2)[CH:6]=[CH:5][CH:4]=[CH:3][CH:2]=1. The catalyst class is: 6. (3) Reactant: Br[CH2:2][C:3](=O)[CH2:4][C:5]1[CH:10]=[CH:9][C:8]([Cl:11])=[CH:7][CH:6]=1.[NH2:13][C:14]([NH2:16])=[S:15]. Product: [Cl:11][C:8]1[CH:9]=[CH:10][C:5]([CH2:4][C:3]2[N:13]=[C:14]([NH2:16])[S:15][CH:2]=2)=[CH:6][CH:7]=1. The catalyst class is: 8. (4) Reactant: [Si]([O:8][C@H:9]([C:23]1[CH:32]=[CH:31][C:30]([OH:33])=[C:29]2[C:24]=1[CH:25]=[CH:26][C:27](=[O:34])[NH:28]2)[CH2:10][NH:11][CH:12]1[CH2:17][CH2:16][N:15]([CH2:18][CH2:19][C:20]([OH:22])=O)[CH2:14][CH2:13]1)(C(C)(C)C)(C)C.CN(C(ON1N=NC2C=CC=NC1=2)=[N+](C)C)C.F[P-](F)(F)(F)(F)F.C(N(CC)CC)C.[Cl:66][C:67]1[CH:72]=[CH:71][CH:70]=[C:69]([CH3:73])[C:68]=1[CH2:74][NH2:75]. Product: [Cl:66][C:67]1[CH:72]=[CH:71][CH:70]=[C:69]([CH3:73])[C:68]=1[CH2:74][NH:75][C:20](=[O:22])[CH2:19][CH2:18][N:15]1[CH2:16][CH2:17][CH:12]([NH:11][CH2:10][C@H:9]([OH:8])[C:23]2[CH:32]=[CH:31][C:30]([OH:33])=[C:29]3[C:24]=2[CH:25]=[CH:26][C:27](=[O:34])[NH:28]3)[CH2:13][CH2:14]1. The catalyst class is: 3. (5) Reactant: [CH2:1]([O:3][C:4](=[O:14])[CH:5]([C:7]1[CH:12]=[CH:11][C:10]([Cl:13])=[CH:9][CH:8]=1)O)[CH3:2].COCCN(S(F)(F)[F:25])CCOC.C([O-])(O)=O.[Na+]. Product: [CH2:1]([O:3][C:4](=[O:14])[CH:5]([C:7]1[CH:12]=[CH:11][C:10]([Cl:13])=[CH:9][CH:8]=1)[F:25])[CH3:2]. The catalyst class is: 2.